Dataset: Catalyst prediction with 721,799 reactions and 888 catalyst types from USPTO. Task: Predict which catalyst facilitates the given reaction. (1) Reactant: [CH2:1]1[N:6]([C:7]2[CH:28]=[CH:27][C:10]([C:11]([NH:13][NH:14][C:15]([C:17]3[CH:26]=[CH:25][C:20]([C:21]([O:23][CH3:24])=[O:22])=[CH:19][CH:18]=3)=O)=O)=[CH:9][CH:8]=2)[CH2:5][CH2:4][N:3]2[CH2:29][CH2:30][CH2:31][CH:2]12.P12(SP3(SP(SP(S3)(S1)=S)(=S)S2)=S)=[S:33].O.[OH-].[Na+]. Product: [CH2:1]1[N:6]([C:7]2[CH:28]=[CH:27][C:10]([C:11]3[S:33][C:15]([C:17]4[CH:26]=[CH:25][C:20]([C:21]([O:23][CH3:24])=[O:22])=[CH:19][CH:18]=4)=[N:14][N:13]=3)=[CH:9][CH:8]=2)[CH2:5][CH2:4][N:3]2[CH2:29][CH2:30][CH2:31][CH:2]12. The catalyst class is: 17. (2) Reactant: [Cl:1][C:2]1[CH:3]=[C:4]([CH:16]=[CH:17][C:18]=1[Cl:19])[CH2:5][O:6][CH2:7][C:8]1[O:12][N:11]=[C:10]([C:13]([OH:15])=O)[CH:9]=1.C(N(CC)CC)C.Cl.C(N=C=NCCCN(C)C)C.ON1C2C=CC=CC=2N=N1.[O:49]1[CH2:53][CH2:52][CH:51]([CH2:54][NH2:55])[CH2:50]1. Product: [O:49]1[CH2:53][CH2:52][CH:51]([CH2:54][NH:55][C:13]([C:10]2[CH:9]=[C:8]([CH2:7][O:6][CH2:5][C:4]3[CH:16]=[CH:17][C:18]([Cl:19])=[C:2]([Cl:1])[CH:3]=3)[O:12][N:11]=2)=[O:15])[CH2:50]1. The catalyst class is: 408.